This data is from NCI-60 drug combinations with 297,098 pairs across 59 cell lines. The task is: Regression. Given two drug SMILES strings and cell line genomic features, predict the synergy score measuring deviation from expected non-interaction effect. (1) Synergy scores: CSS=20.2, Synergy_ZIP=-6.34, Synergy_Bliss=-0.799, Synergy_Loewe=0.0522, Synergy_HSA=-0.0883. Drug 2: CCN(CC)CCCC(C)NC1=C2C=C(C=CC2=NC3=C1C=CC(=C3)Cl)OC. Drug 1: CCC1=CC2CC(C3=C(CN(C2)C1)C4=CC=CC=C4N3)(C5=C(C=C6C(=C5)C78CCN9C7C(C=CC9)(C(C(C8N6C)(C(=O)OC)O)OC(=O)C)CC)OC)C(=O)OC.C(C(C(=O)O)O)(C(=O)O)O. Cell line: NCI/ADR-RES. (2) Drug 1: C1CCC(C1)C(CC#N)N2C=C(C=N2)C3=C4C=CNC4=NC=N3. Cell line: MDA-MB-435. Drug 2: C1=C(C(=O)NC(=O)N1)F. Synergy scores: CSS=25.8, Synergy_ZIP=4.38, Synergy_Bliss=2.75, Synergy_Loewe=-6.03, Synergy_HSA=-1.37. (3) Drug 1: CCC1(CC2CC(C3=C(CCN(C2)C1)C4=CC=CC=C4N3)(C5=C(C=C6C(=C5)C78CCN9C7C(C=CC9)(C(C(C8N6C=O)(C(=O)OC)O)OC(=O)C)CC)OC)C(=O)OC)O.OS(=O)(=O)O. Drug 2: CC1C(C(CC(O1)OC2CC(OC(C2O)C)OC3=CC4=CC5=C(C(=O)C(C(C5)C(C(=O)C(C(C)O)O)OC)OC6CC(C(C(O6)C)O)OC7CC(C(C(O7)C)O)OC8CC(C(C(O8)C)O)(C)O)C(=C4C(=C3C)O)O)O)O. Cell line: MOLT-4. Synergy scores: CSS=30.2, Synergy_ZIP=4.84, Synergy_Bliss=1.29, Synergy_Loewe=-6.84, Synergy_HSA=-5.89. (4) Drug 1: C1=C(C(=O)NC(=O)N1)N(CCCl)CCCl. Drug 2: CCC1(C2=C(COC1=O)C(=O)N3CC4=CC5=C(C=CC(=C5CN(C)C)O)N=C4C3=C2)O.Cl. Cell line: NCI-H226. Synergy scores: CSS=29.9, Synergy_ZIP=-6.04, Synergy_Bliss=2.43, Synergy_Loewe=-36.0, Synergy_HSA=5.16. (5) Drug 1: CC1=C(C=C(C=C1)NC(=O)C2=CC=C(C=C2)CN3CCN(CC3)C)NC4=NC=CC(=N4)C5=CN=CC=C5. Drug 2: CNC(=O)C1=NC=CC(=C1)OC2=CC=C(C=C2)NC(=O)NC3=CC(=C(C=C3)Cl)C(F)(F)F. Cell line: OVCAR-5. Synergy scores: CSS=-5.16, Synergy_ZIP=3.10, Synergy_Bliss=3.37, Synergy_Loewe=-5.23, Synergy_HSA=-4.23. (6) Drug 1: CCN(CC)CCCC(C)NC1=C2C=C(C=CC2=NC3=C1C=CC(=C3)Cl)OC. Drug 2: CC1C(C(CC(O1)OC2CC(CC3=C2C(=C4C(=C3O)C(=O)C5=CC=CC=C5C4=O)O)(C(=O)C)O)N)O. Cell line: COLO 205. Synergy scores: CSS=57.8, Synergy_ZIP=-7.62, Synergy_Bliss=-11.5, Synergy_Loewe=-14.0, Synergy_HSA=-7.39.